Dataset: Forward reaction prediction with 1.9M reactions from USPTO patents (1976-2016). Task: Predict the product of the given reaction. (1) Given the reactants Cl.[CH2:2]1[C:11]2[C:6](=[CH:7][C:8]([C:12]([O:14][CH3:15])=[O:13])=[CH:9][CH:10]=2)[CH2:5][CH2:4][NH:3]1.C(N(CC)CC)C.ClCCl.Cl[C:27]([O:29][CH2:30][C:31]1[CH:36]=[CH:35][CH:34]=[CH:33][CH:32]=1)=[O:28], predict the reaction product. The product is: [CH2:2]1[C:11]2[C:6](=[CH:7][C:8]([C:12]([O:14][CH3:15])=[O:13])=[CH:9][CH:10]=2)[CH2:5][CH2:4][N:3]1[C:27]([O:29][CH2:30][C:31]1[CH:36]=[CH:35][CH:34]=[CH:33][CH:32]=1)=[O:28]. (2) Given the reactants [Cl:1][C:2]1[CH:3]=[C:4]2[C:8](=[CH:9][CH:10]=1)[NH:7][C:6]([S:11]([N:14]1[CH2:19][CH2:18][N:17]([C:20](=[O:38])[C:21]3[CH:26]=[CH:25][CH:24]=[CH:23][C:22]=3[C:27]3[CH:32]=[CH:31][N:30]=[C:29]([O:33]C(C)(C)C)[N:28]=3)[CH2:16][CH2:15]1)(=[O:13])=[O:12])=[CH:5]2.Cl, predict the reaction product. The product is: [Cl:1][C:2]1[CH:3]=[C:4]2[C:8](=[CH:9][CH:10]=1)[NH:7][C:6]([S:11]([N:14]1[CH2:15][CH2:16][N:17]([C:20](=[O:38])[C:21]3[CH:26]=[CH:25][CH:24]=[CH:23][C:22]=3[C:27]3[CH:32]=[CH:31][N:30]=[C:29]([OH:33])[N:28]=3)[CH2:18][CH2:19]1)(=[O:13])=[O:12])=[CH:5]2. (3) Given the reactants [CH3:1][O:2][CH:3]([O:18][CH3:19])/[CH:4]=[C:5](/S(C1C=CC=CC=1)=O)\[C:6]([O:8][CH3:9])=[O:7].[OH:20]/[N:21]=[C:22](\Cl)/[C:23]1[CH:28]=[CH:27][CH:26]=[CH:25][CH:24]=1.CCN(CC)CC.CCCCCC, predict the reaction product. The product is: [CH3:1][O:2][CH:3]([O:18][CH3:19])[C:4]1[C:22]([C:23]2[CH:28]=[CH:27][CH:26]=[CH:25][CH:24]=2)=[N:21][O:20][C:5]=1[C:6]([O:8][CH3:9])=[O:7]. (4) Given the reactants Br[C:2]1[CH:11]=[CH:10][C:9]2[NH:8][C:7](=[O:12])[C:6]3[NH:13][CH:14]=[CH:15][C:5]=3[C:4]=2[CH:3]=1.[CH2:16]([C:18]([O-:20])=[O:19])[CH3:17].[CH3:21][S:22]([C:25]1[CH:30]=[CH:29][C:28](B(O)O)=[CH:27][CH:26]=1)(=[O:24])=[O:23], predict the reaction product. The product is: [CH3:21][S:22]([C:25]1[CH:30]=[CH:29][C:28]([C:2]2[CH:11]=[CH:10][C:9]3[NH:8][C:7](=[O:12])[C:6]4[NH:13][CH:14]=[CH:15][C:5]=4[C:4]=3[CH:3]=2)=[CH:27][CH:26]=1)(=[O:24])=[O:23].[CH2:16]([C:18]([O-:20])=[O:19])[CH3:17].